This data is from Forward reaction prediction with 1.9M reactions from USPTO patents (1976-2016). The task is: Predict the product of the given reaction. (1) Given the reactants NCC(O)=O.[NH2:6][CH2:7][CH2:8][CH2:9][CH2:10][CH2:11][C:12]([OH:14])=[O:13].[NH2:15][CH2:16][CH2:17][CH2:18][CH2:19][CH2:20][CH2:21][CH2:22][C:23]([OH:25])=[O:24], predict the reaction product. The product is: [C:23]([NH:6][CH2:7][CH2:8][CH2:9][CH2:10][CH2:11][C:12]([OH:14])=[O:13])(=[O:24])[CH:22]=[CH2:21].[C:12]([NH:15][CH2:16][CH2:17][CH2:18][CH2:19][CH2:20][CH2:21][CH2:22][C:23]([OH:25])=[O:24])(=[O:13])[CH:11]=[CH2:10]. (2) Given the reactants [Cl:1][C:2]1[CH:3]=[C:4]([CH:7]=[CH:8][CH:9]=1)[CH:5]=O.ClC1C=CC(C[CH:16]2[C:21](=[O:22])[O:20][C:19]([CH3:24])([CH3:23])[O:18][C:17]2=[O:25])=CC=1.BrC1C=C2C(=CC=1)N=C(Cl)C(CC1C=CC(Cl)=CC=1)=C2Cl, predict the reaction product. The product is: [Cl:1][C:2]1[CH:3]=[C:4]([CH:7]=[CH:8][CH:9]=1)[CH2:5][CH:16]1[C:21](=[O:22])[O:20][C:19]([CH3:24])([CH3:23])[O:18][C:17]1=[O:25]. (3) Given the reactants C([O:3][C:4]([C:6]1[S:7][CH:8]=[C:9]([C:11]2[CH:16]=[C:15]([Br:17])[C:14]([OH:18])=[C:13]([Br:19])[CH:12]=2)[N:10]=1)=[O:5])C.O.[OH-].[Li+], predict the reaction product. The product is: [Br:19][C:13]1[CH:12]=[C:11]([C:9]2[N:10]=[C:6]([C:4]([OH:5])=[O:3])[S:7][CH:8]=2)[CH:16]=[C:15]([Br:17])[C:14]=1[OH:18]. (4) Given the reactants [Br:1][C:2]1[C:7]([C:8]2[CH:13]=[CH:12][CH:11]=[CH:10][CH:9]=2)=[C:6](Br)[N:5]=[C:4]([CH3:15])[N:3]=1.[NH3:16], predict the reaction product. The product is: [Br:1][C:2]1[N:3]=[C:4]([CH3:15])[N:5]=[C:6]([NH2:16])[C:7]=1[C:8]1[CH:13]=[CH:12][CH:11]=[CH:10][CH:9]=1. (5) Given the reactants [CH3:1][C:2]([C:4]1[CH:9]=[CH:8][C:7]([Cl:10])=[CH:6][CH:5]=1)=[O:3].[BH4-].[Na+].Cl, predict the reaction product. The product is: [Cl:10][C:7]1[CH:8]=[CH:9][C:4]([CH:2]([OH:3])[CH3:1])=[CH:5][CH:6]=1. (6) Given the reactants Cl.Cl.[CH2:3]([N:10]1[C:18]2[C:13](=[CH:14][CH:15]=[C:16]([N+:19]([O-:21])=[O:20])[CH:17]=2)[C:12]([C:22]([OH:34])([CH2:27][N:28]2[CH2:33][CH2:32][NH:31][CH2:30][CH2:29]2)[C:23]([F:26])([F:25])[F:24])=[CH:11]1)[C:4]1[CH:9]=[CH:8][CH:7]=[CH:6][CH:5]=1.C(N(CC)CC)C.[C:42](Cl)(=[O:44])[CH3:43].O, predict the reaction product. The product is: [C:42]([N:31]1[CH2:32][CH2:33][N:28]([CH2:27][C:22]([C:12]2[C:13]3[C:18](=[CH:17][C:16]([N+:19]([O-:21])=[O:20])=[CH:15][CH:14]=3)[N:10]([CH2:3][C:4]3[CH:9]=[CH:8][CH:7]=[CH:6][CH:5]=3)[CH:11]=2)([OH:34])[C:23]([F:26])([F:24])[F:25])[CH2:29][CH2:30]1)(=[O:44])[CH3:43]. (7) Given the reactants N(C(OC(C)C)=O)=NC(OC(C)C)=O.[OH:15][C:16]1[CH:17]=[N:18][C:19]([N:22]2[CH2:27][CH2:26][N:25]([C:28]([O:30][C:31]([CH3:34])([CH3:33])[CH3:32])=[O:29])[CH2:24][CH2:23]2)=[N:20][CH:21]=1.C1(P(C2C=CC=CC=2)C2C=CC=CC=2)C=CC=CC=1.[CH3:54][S:55][C:56]1[CH:61]=[CH:60][C:59]([CH2:62]O)=[CH:58][CH:57]=1, predict the reaction product. The product is: [CH3:54][S:55][C:56]1[CH:61]=[CH:60][C:59]([CH2:62][O:15][C:16]2[CH:21]=[N:20][C:19]([N:22]3[CH2:23][CH2:24][N:25]([C:28]([O:30][C:31]([CH3:34])([CH3:33])[CH3:32])=[O:29])[CH2:26][CH2:27]3)=[N:18][CH:17]=2)=[CH:58][CH:57]=1. (8) Given the reactants NC1C=CC(C)=C(C(C2C=CC(NC3C=CC(F)=CC=3F)=CC=2Cl)=O)C=1.[Br:27][C:28]1[CH:29]=[CH:30][C:31]([O:46][CH3:47])=[C:32]([C:34]([C:36]2[CH:41]=[CH:40][C:39]([N+:42]([O-])=O)=[CH:38][C:37]=2[Cl:45])=[O:35])[CH:33]=1, predict the reaction product. The product is: [NH2:42][C:39]1[CH:40]=[CH:41][C:36]([C:34]([C:32]2[CH:33]=[C:28]([Br:27])[CH:29]=[CH:30][C:31]=2[O:46][CH3:47])=[O:35])=[C:37]([Cl:45])[CH:38]=1. (9) Given the reactants Br[CH:2]([C:13]1[CH:14]=[CH:15][C:16]2[N:17]([C:19]([C:22]([CH3:25])([CH3:24])[CH3:23])=[N:20][N:21]=2)[N:18]=1)[C:3]([C:5]1[CH:10]=[CH:9][C:8]([F:11])=[CH:7][C:6]=1[F:12])=O.[NH2:26][C:27]([CH:29]1[CH2:34][CH2:33][N:32]([C:35]([O:37][C:38]([CH3:41])([CH3:40])[CH3:39])=[O:36])[CH2:31][CH2:30]1)=[S:28].CN(C=O)C, predict the reaction product. The product is: [C:22]([C:19]1[N:17]2[N:18]=[C:13]([C:2]3[S:28][C:27]([CH:29]4[CH2:34][CH2:33][N:32]([C:35]([O:37][C:38]([CH3:41])([CH3:40])[CH3:39])=[O:36])[CH2:31][CH2:30]4)=[N:26][C:3]=3[C:5]3[CH:10]=[CH:9][C:8]([F:11])=[CH:7][C:6]=3[F:12])[CH:14]=[CH:15][C:16]2=[N:21][N:20]=1)([CH3:25])([CH3:24])[CH3:23].